Dataset: Reaction yield outcomes from USPTO patents with 853,638 reactions. Task: Predict the reaction yield, written as a fraction of the theoretical maximum amount of product (1.0 means a 100% yield; for example, 0.34 means a 34% yield). (1) The product is [Cl:1][C:2]1[N:10]([CH2:11][CH:12]=[CH2:13])[C:9]2[C:8](=[O:14])[NH:7][C:6](=[O:15])[N:5]([CH2:17][CH3:18])[C:4]=2[N:3]=1. The yield is 0.750. The reactants are [Cl:1][C:2]1[N:10]([CH2:11][CH:12]=[CH2:13])[C:9]2[C:8](=[O:14])[NH:7][C:6](=[O:15])[NH:5][C:4]=2[N:3]=1.I[CH2:17][CH3:18].C([O-])([O-])=O.[Na+].[Na+]. The catalyst is CN(C=O)C. (2) The reactants are [F:1][C:2]([F:14])([O:6][C:7]1[CH:8]=[C:9]([CH3:13])[CH:10]=[CH:11][CH:12]=1)[CH:3]([F:5])[F:4].[Br:15]N1C(=O)CCC1=O. The catalyst is C(Cl)(Cl)(Cl)Cl.N(C(C)(C)C#N)=NC(C)(C)C#N. The product is [F:1][C:2]([F:14])([O:6][C:7]1[CH:8]=[C:9]([CH2:13][Br:15])[CH:10]=[CH:11][CH:12]=1)[CH:3]([F:4])[F:5]. The yield is 0.960. (3) The reactants are Br[C:2]1[N:7]=[C:6]([C:8]([O:10][CH3:11])=[O:9])[CH:5]=[CH:4][C:3]=1[F:12].[F:13][C:14]1[C:15](B2OC(C)(C)C(C)(C)O2)=[C:16]([F:23])[C:17]2[O:21][CH2:20][CH2:19][C:18]=2[CH:22]=1. No catalyst specified. The product is [F:13][C:14]1[C:15]([C:2]2[N:7]=[C:6]([C:8]([O:10][CH3:11])=[O:9])[CH:5]=[CH:4][C:3]=2[F:12])=[C:16]([F:23])[C:17]2[O:21][CH2:20][CH2:19][C:18]=2[CH:22]=1. The yield is 0.900. (4) The reactants are Br[C:2]1[CH:3]=[CH:4][C:5]2[O:10][C:9]([F:12])([F:11])[O:8][C:7]([F:14])([F:13])[C:6]=2[CH:15]=1. The catalyst is CO.CC#N.CCN(CC)CC.C1C=CC([P]([Pd]([P](C2C=CC=CC=2)(C2C=CC=CC=2)C2C=CC=CC=2)([P](C2C=CC=CC=2)(C2C=CC=CC=2)C2C=CC=CC=2)[P](C2C=CC=CC=2)(C2C=CC=CC=2)C2C=CC=CC=2)(C2C=CC=CC=2)C2C=CC=CC=2)=CC=1. The product is [CH3:7][O:8][C:9]([C:2]1[CH:3]=[CH:4][C:5]2[O:10][C:9]([F:12])([F:11])[O:8][C:7]([F:14])([F:13])[C:6]=2[CH:15]=1)=[O:10]. The yield is 0.850. (5) The reactants are [CH:1]1[N:5]2[C:6]3[CH:15]=[CH:14][CH:13]=[CH:12][C:7]=3[CH2:8][CH2:9][C@@H:10]([NH2:11])[C:4]2=[N:3][CH:2]=1.[CH2:16]([O:18][C:19]1[CH:33]=[CH:32][C:22]([C:23]([NH:25][C:26]2([C:29](O)=[O:30])[CH2:28][CH2:27]2)=[O:24])=[CH:21][CH:20]=1)[CH3:17].ON1C2C=CC=CC=2N=N1.Cl.CN(C)CCCN=C=NCC.C(N(C(C)C)CC)(C)C. The catalyst is O1CCCC1.C(OCC)(=O)C. The product is [CH:1]1[N:5]2[C:6]3[CH:15]=[CH:14][CH:13]=[CH:12][C:7]=3[CH2:8][CH2:9][C@@H:10]([NH:11][C:29]([C:26]3([NH:25][C:23](=[O:24])[C:22]4[CH:32]=[CH:33][C:19]([O:18][CH2:16][CH3:17])=[CH:20][CH:21]=4)[CH2:28][CH2:27]3)=[O:30])[C:4]2=[N:3][CH:2]=1. The yield is 0.800. (6) The reactants are [OH:1][C:2]1[C:7](=[O:8])[CH:6]=[CH:5][N:4]([CH3:9])[C:3]=1[CH:10](O)[C:11]([F:14])([F:13])[F:12].[CH:16]1([NH2:19])[CH2:18][CH2:17]1. No catalyst specified. The product is [CH:16]1([NH:19][CH:10]([C:3]2[N:4]([CH3:9])[CH:5]=[CH:6][C:7](=[O:8])[C:2]=2[OH:1])[C:11]([F:14])([F:13])[F:12])[CH2:18][CH2:17]1. The yield is 0.400. (7) The reactants are [CH2:1]([C@@H:8](/[CH:24]=[CH:25]/[C@H:26]([CH3:42])[C:27]([N:29]1[C@@H:33]([CH2:34][C:35]2[CH:40]=[CH:39][CH:38]=[CH:37][CH:36]=2)[CH2:32][O:31][C:30]1=[O:41])=[O:28])[C:9]([N:11]1[C@@H:15]([CH2:16][C:17]2[CH:22]=[CH:21][CH:20]=[CH:19][CH:18]=2)[CH2:14][O:13][C:12]1=[O:23])=[O:10])[C:2]1[CH:7]=[CH:6][CH:5]=[CH:4][CH:3]=1. The catalyst is CCOC(C)=O.[Pd]. The product is [CH2:1]([C@@H:8]([CH2:24][CH2:25][C@H:26]([CH3:42])[C:27]([N:29]1[C@@H:33]([CH2:34][C:35]2[CH:36]=[CH:37][CH:38]=[CH:39][CH:40]=2)[CH2:32][O:31][C:30]1=[O:41])=[O:28])[C:9]([N:11]1[C@@H:15]([CH2:16][C:17]2[CH:22]=[CH:21][CH:20]=[CH:19][CH:18]=2)[CH2:14][O:13][C:12]1=[O:23])=[O:10])[C:2]1[CH:3]=[CH:4][CH:5]=[CH:6][CH:7]=1. The yield is 0.890. (8) The reactants are Br[C:2]1[CH:24]=[C:23]([F:25])[CH:22]=[CH:21][C:3]=1[O:4][CH2:5][C:6]([N:8]([CH:18]([CH3:20])[CH3:19])[NH:9][C:10](=[O:17])[C:11]1[CH:16]=[CH:15][CH:14]=[CH:13][CH:12]=1)=[O:7].C([O-])([O-])=O.[Na+].[Na+].[Cl:32][C:33]1[CH:38]=[CH:37][C:36](B(O)O)=[CH:35][CH:34]=1. The catalyst is COCCOC. The product is [Cl:32][C:33]1[CH:38]=[CH:37][C:36]([C:2]2[CH:24]=[C:23]([F:25])[CH:22]=[CH:21][C:3]=2[O:4][CH2:5][C:6]([N:8]([CH:18]([CH3:20])[CH3:19])[NH:9][C:10](=[O:17])[C:11]2[CH:16]=[CH:15][CH:14]=[CH:13][CH:12]=2)=[O:7])=[CH:35][CH:34]=1. The yield is 0.270. (9) The reactants are [C:1]([O:7][CH2:8][N:9]1[C:13]2[N:14]=[CH:15][N:16]=[C:17](Cl)[C:12]=2[CH:11]=[CH:10]1)(=[O:6])[C:2]([CH3:5])([CH3:4])[CH3:3].[CH:19]1([CH:24]([N:28]2[CH:32]=[C:31](B3OC(C)(C)C(C)(C)O3)[CH:30]=[N:29]2)[CH2:25][C:26]#[N:27])[CH2:23][CH2:22][CH2:21][CH2:20]1.COCCOC.O.C(=O)([O-])[O-].[K+].[K+]. The catalyst is C1C=CC([P]([Pd]([P](C2C=CC=CC=2)(C2C=CC=CC=2)C2C=CC=CC=2)([P](C2C=CC=CC=2)(C2C=CC=CC=2)C2C=CC=CC=2)[P](C2C=CC=CC=2)(C2C=CC=CC=2)C2C=CC=CC=2)(C2C=CC=CC=2)C2C=CC=CC=2)=CC=1. The product is [C:1]([O:7][CH2:8][N:9]1[C:13]2[N:14]=[CH:15][N:16]=[C:17]([C:31]3[CH:30]=[N:29][N:28]([CH:24]([CH:19]4[CH2:23][CH2:22][CH2:21][CH2:20]4)[CH2:25][C:26]#[N:27])[CH:32]=3)[C:12]=2[CH:11]=[CH:10]1)(=[O:6])[C:2]([CH3:5])([CH3:4])[CH3:3]. The yield is 0.886.